This data is from Forward reaction prediction with 1.9M reactions from USPTO patents (1976-2016). The task is: Predict the product of the given reaction. (1) Given the reactants [C:1]([NH:9][C:10](=[CH:15][N:16]([CH3:18])C)[C:11]([O:13][CH3:14])=[O:12])(=[O:8])[C:2]1[CH:7]=[CH:6][CH:5]=[CH:4][CH:3]=1.[NH2:19][C:20]1[CH:25]=[CH:24][CH:23]=CN=1.Cl, predict the reaction product. The product is: [C:1]([NH:9][C:10](=[CH:15][NH:16][C:18]1[CH:23]=[CH:24][CH:25]=[CH:20][N:19]=1)[C:11]([O:13][CH3:14])=[O:12])(=[O:8])[C:2]1[CH:3]=[CH:4][CH:5]=[CH:6][CH:7]=1. (2) Given the reactants [Cl:1][C:2]1[CH:10]=[CH:9][CH:8]=[CH:7][C:3]=1[C:4](Cl)=[O:5].Cl.[CH3:12][NH:13][O:14][CH3:15].N1C=CC=CC=1.O, predict the reaction product. The product is: [Cl:1][C:2]1[CH:10]=[CH:9][CH:8]=[CH:7][C:3]=1[C:4]([N:13]([O:14][CH3:15])[CH3:12])=[O:5]. (3) Given the reactants C1(CCN2C3C(=CC=CC=3)C(O)(C3C(O)=CC4OCOC=4C=3)C2=O)CC1.O[C:28]1([C:49]2[C:57]([OH:58])=[CH:56][C:52]3[O:53][CH2:54][O:55][C:51]=3[CH:50]=2)[C:36]2[C:31](=[CH:32][CH:33]=[CH:34][CH:35]=2)[N:30]([CH2:37][C:38]2[CH:39]=[C:40]([CH:45]=[CH:46][CH:47]=2)[C:41]([O:43][CH3:44])=[O:42])[C:29]1=[O:48], predict the reaction product. The product is: [OH:58][C:57]1[C:49]([CH:28]2[C:36]3[C:31](=[CH:32][CH:33]=[CH:34][CH:35]=3)[N:30]([CH2:37][C:38]3[CH:39]=[C:40]([CH:45]=[CH:46][CH:47]=3)[C:41]([O:43][CH3:44])=[O:42])[C:29]2=[O:48])=[CH:50][C:51]2[O:55][CH2:54][O:53][C:52]=2[CH:56]=1. (4) Given the reactants Cl[CH2:2][CH2:3][N:4]1[CH2:9][CH2:8][O:7][CH2:6][CH2:5]1.NC(N)=[S:12].[OH-].[Na+], predict the reaction product. The product is: [O:7]1[CH2:8][CH2:9][N:4]([CH2:3][CH2:2][SH:12])[CH2:5][CH2:6]1. (5) Given the reactants [NH2:1][C:2]1[C:3]([Cl:15])=[CH:4][C:5]([CH2:10][CH2:11][CH2:12][CH:13]=[O:14])=[C:6]([CH:9]=1)[C:7]#[N:8].C1COCC1.[BH4-].[Na+], predict the reaction product. The product is: [NH2:1][C:2]1[C:3]([Cl:15])=[CH:4][C:5]([CH2:10][CH2:11][CH2:12][CH2:13][OH:14])=[C:6]([CH:9]=1)[C:7]#[N:8].